Dataset: Reaction yield outcomes from USPTO patents with 853,638 reactions. Task: Predict the reaction yield, written as a fraction of the theoretical maximum amount of product (1.0 means a 100% yield; for example, 0.34 means a 34% yield). (1) The reactants are Br[C:2]1[N:6]([CH3:7])[CH:5]=[C:4]([C:8]([O:10][CH2:11][CH3:12])=[O:9])[C:3]=1[CH3:13].[F:14][C:15]1[CH:20]=[CH:19][C:18](B(O)O)=[CH:17][CH:16]=1.C([O-])([O-])=O.[Na+].[Na+]. The catalyst is CN(C=O)C.O.C(Cl)Cl.C1C=CC([P]([Pd]([P](C2C=CC=CC=2)(C2C=CC=CC=2)C2C=CC=CC=2)([P](C2C=CC=CC=2)(C2C=CC=CC=2)C2C=CC=CC=2)[P](C2C=CC=CC=2)(C2C=CC=CC=2)C2C=CC=CC=2)(C2C=CC=CC=2)C2C=CC=CC=2)=CC=1. The product is [CH2:11]([O:10][C:8]([C:4]1[C:3]([CH3:13])=[C:2]([C:18]2[CH:19]=[CH:20][C:15]([F:14])=[CH:16][CH:17]=2)[N:6]([CH3:7])[CH:5]=1)=[O:9])[CH3:12]. The yield is 0.960. (2) The reactants are [CH2:1]([O:5][C:6]1[CH:11]=[CH:10][C:9]([CH2:12][C:13](Cl)=[N:14][OH:15])=[CH:8][CH:7]=1)[CH2:2][CH2:3][CH3:4].[C:17]([C:19]1[C:20]([NH2:26])=[N:21][C:22]([NH2:25])=[CH:23][CH:24]=1)#[CH:18].C(N(CC)CC)C. The catalyst is O1CCCC1. The product is [CH2:1]([O:5][C:6]1[CH:11]=[CH:10][C:9]([CH2:12][C:13]2[CH:18]=[C:17]([C:19]3[C:20]([NH2:26])=[N:21][C:22]([NH2:25])=[CH:23][CH:24]=3)[O:15][N:14]=2)=[CH:8][CH:7]=1)[CH2:2][CH2:3][CH3:4]. The yield is 0.740. (3) The reactants are [Cl:1][C:2]1[CH:3]=[CH:4][C:5]([NH:8][C:9](=[O:32])[C:10]2[CH:15]=[CH:14][CH:13]=[CH:12][C:11]=2[NH:16][CH2:17][CH:18]2[CH2:23][CH2:22][N:21]([C:24]3[CH:29]=[CH:28][N:27]=[C:26]([C:30]#[N:31])[CH:25]=3)[CH2:20][CH2:19]2)=[N:6][CH:7]=1.CO.N.[SH2:36]. The catalyst is O1CCCC1. The product is [Cl:1][C:2]1[CH:3]=[CH:4][C:5]([NH:8][C:9](=[O:32])[C:10]2[CH:15]=[CH:14][CH:13]=[CH:12][C:11]=2[NH:16][CH2:17][CH:18]2[CH2:23][CH2:22][N:21]([C:24]3[CH:29]=[CH:28][N:27]=[C:26]([C:30](=[S:36])[NH2:31])[CH:25]=3)[CH2:20][CH2:19]2)=[N:6][CH:7]=1. The yield is 0.700. (4) The reactants are [N:1]1[CH:6]=[CH:5][CH:4]=[C:3]([S:7]([N:10]2[C:14]([C:15]3[CH:20]=[CH:19][CH:18]=[CH:17][C:16]=3[C:21]([F:24])([F:23])[F:22])=[CH:13][C:12]([CH:25]=O)=[CH:11]2)(=[O:9])=[O:8])[CH:2]=1.CO.[CH3:29][NH2:30].[BH4-].[Na+].[ClH:33].C(=O)([O-])O.[Na+]. The yield is 0.690. The product is [ClH:33].[ClH:33].[CH3:29][NH:30][CH2:25][C:12]1[CH:13]=[C:14]([C:15]2[CH:20]=[CH:19][CH:18]=[CH:17][C:16]=2[C:21]([F:24])([F:23])[F:22])[N:10]([S:7]([C:3]2[CH:2]=[N:1][CH:6]=[CH:5][CH:4]=2)(=[O:9])=[O:8])[CH:11]=1. The catalyst is C(O)C.